Dataset: Reaction yield outcomes from USPTO patents with 853,638 reactions. Task: Predict the reaction yield, written as a fraction of the theoretical maximum amount of product (1.0 means a 100% yield; for example, 0.34 means a 34% yield). The reactants are [Cl:1][C:2]1[C:3]([CH3:12])=[CH:4][C:5]([F:11])=[C:6]([CH:10]=1)[C:7](O)=[O:8].[CH3:13][S:14]([NH2:17])(=[O:16])=[O:15].Cl.CN(C)CCCN=C=NCC. The catalyst is C(Cl)Cl.CN(C)C1C=CN=CC=1. The product is [Cl:1][C:2]1[C:3]([CH3:12])=[CH:4][C:5]([F:11])=[C:6]([CH:10]=1)[C:7]([NH:17][S:14]([CH3:13])(=[O:16])=[O:15])=[O:8]. The yield is 0.450.